Task: Regression. Given a peptide amino acid sequence and an MHC pseudo amino acid sequence, predict their binding affinity value. This is MHC class II binding data.. Dataset: Peptide-MHC class II binding affinity with 134,281 pairs from IEDB (1) The peptide sequence is QGVADAYITLVTLPK. The MHC is HLA-DPA10201-DPB11401 with pseudo-sequence HLA-DPA10201-DPB11401. The binding affinity (normalized) is 0.249. (2) The peptide sequence is SQDLELSWNLHGLQAY. The MHC is DRB1_0401 with pseudo-sequence DRB1_0401. The binding affinity (normalized) is 0.589. (3) The peptide sequence is VVAVDIKEKGKDKWI. The MHC is HLA-DPA10201-DPB10501 with pseudo-sequence HLA-DPA10201-DPB10501. The binding affinity (normalized) is 0.255. (4) The peptide sequence is FFLLTRILTIPQSLD. The MHC is HLA-DQA10401-DQB10402 with pseudo-sequence HLA-DQA10401-DQB10402. The binding affinity (normalized) is 0.500.